This data is from Reaction yield outcomes from USPTO patents with 853,638 reactions. The task is: Predict the reaction yield, written as a fraction of the theoretical maximum amount of product (1.0 means a 100% yield; for example, 0.34 means a 34% yield). (1) The reactants are C([O:8][C:9]1[C:14]2[CH:15]=[C:16]([C:18]3[N:19]=[C:20]4[N:24]([CH:25]=3)[N:23]=[C:22]([O:26][CH3:27])[S:21]4)[O:17][C:13]=2[CH:12]=[CH:11][CH:10]=1)C1C=CC=CC=1.CC1C(C)=C(C)C(C)=C(C)C=1.B(Cl)(Cl)Cl. The catalyst is ClCCl. The product is [CH3:27][O:26][C:22]1[S:21][C:20]2=[N:19][C:18]([C:16]3[O:17][C:13]4[C:14](=[C:9]([OH:8])[CH:10]=[CH:11][CH:12]=4)[CH:15]=3)=[CH:25][N:24]2[N:23]=1. The yield is 0.720. (2) The reactants are Br[C:2]1[N:7]=[C:6]([C:8]2[CH2:13][CH2:12][C:11]([CH3:15])([CH3:14])[CH2:10][CH:9]=2)[C:5]([NH:16][C:17]([C:19]2[N:20]([CH2:26][O:27][CH2:28][CH2:29][Si:30]([CH3:33])([CH3:32])[CH3:31])[CH:21]=[C:22]([C:24]#[N:25])[N:23]=2)=[O:18])=[CH:4][CH:3]=1.C([Sn](CCCC)(CCCC)[C:39]([O:41][CH2:42][CH3:43])=[CH2:40])CCC.CN(C=O)C. The catalyst is CCOC(C)=O.C1C=CC([P]([Pd]([P](C2C=CC=CC=2)(C2C=CC=CC=2)C2C=CC=CC=2)([P](C2C=CC=CC=2)(C2C=CC=CC=2)C2C=CC=CC=2)[P](C2C=CC=CC=2)(C2C=CC=CC=2)C2C=CC=CC=2)(C2C=CC=CC=2)C2C=CC=CC=2)=CC=1. The product is [CH3:14][C:11]1([CH3:15])[CH2:12][CH2:13][C:8]([C:6]2[C:5]([NH:16][C:17]([C:19]3[N:20]([CH2:26][O:27][CH2:28][CH2:29][Si:30]([CH3:33])([CH3:32])[CH3:31])[CH:21]=[C:22]([C:24]#[N:25])[N:23]=3)=[O:18])=[CH:4][CH:3]=[C:2]([C:39]([O:41][CH2:42][CH3:43])=[CH2:40])[N:7]=2)=[CH:9][CH2:10]1. The yield is 0.430. (3) The product is [Cl:13][C:10]1[CH:11]=[CH:12][C:3]([CH2:2][O:19][CH:14]2[CH2:18][CH2:17][CH2:16][CH2:15]2)=[C:4]([CH:9]=1)[C:5]([OH:7])=[O:6]. The catalyst is O1CCCC1. The yield is 0.490. The reactants are Br[CH2:2][C:3]1[CH:12]=[CH:11][C:10]([Cl:13])=[CH:9][C:4]=1[C:5]([O:7]C)=[O:6].[CH:14]1([OH:19])[CH2:18][CH2:17][CH2:16][CH2:15]1.CC(C)([O-])C.[K+].Cl. (4) The reactants are [C:1](#[N:3])[CH3:2].C[Si](C)(C)[N-][Si](C)(C)C.[Na+].[Cl:14][C:15]1[CH:20]=[C:19]([I:21])[CH:18]=[CH:17][C:16]=1[N:22]=[C:23]=[S:24]. The catalyst is C1COCC1. The product is [Cl:14][C:15]1[CH:20]=[C:19]([I:21])[CH:18]=[CH:17][C:16]=1[NH:22][C:23](=[S:24])[CH2:2][C:1]#[N:3]. The yield is 0.610. (5) The reactants are [F:1][C:2]([F:30])([F:29])[C:3]1[CH:4]=[C:5]2[C:10](=[CH:11][CH:12]=1)[N:9]1[C:13]([C:16]#[C:17]C(=O)C(C)(C)C)=[CH:14]N=[C:8]1[C:7]([NH:24][CH2:25][CH2:26][CH2:27][OH:28])=[N:6]2.[Si](C=[N+]=[N-])(C)(C)[CH3:32].[Cl-:38].[NH4+:39].[O:40]1[CH2:44][CH2:43][CH2:42][CH2:41]1. No catalyst specified. The product is [Cl:38][C:17]#[C:16][C:13]1[N:9]2[C:10]3[C:5]([N:6]=[C:7]([NH:24][CH2:25][CH2:26][CH2:27][O:28][CH:44]4[CH2:43][CH2:42][CH2:41][CH2:32][O:40]4)[C:8]2=[N:39][CH:14]=1)=[CH:4][C:3]([C:2]([F:30])([F:1])[F:29])=[CH:12][CH:11]=3. The yield is 0.480. (6) The reactants are [NH2:1][C:2]1[C:9]([O:10][CH3:11])=[C:8]([O:12][CH2:13][C:14]2[CH:19]=[CH:18][CH:17]=[CH:16][CH:15]=2)[CH:7]=[CH:6][C:3]=1[C:4]#[N:5].[S].[CH2:21](N)[CH2:22][NH2:23]. No catalyst specified. The product is [CH2:13]([O:12][C:8]1[C:9]([O:10][CH3:11])=[C:2]([C:3]([C:4]2[NH:23][CH2:22][CH2:21][N:5]=2)=[CH:6][CH:7]=1)[NH2:1])[C:14]1[CH:15]=[CH:16][CH:17]=[CH:18][CH:19]=1. The yield is 0.860. (7) The reactants are Br[CH2:2][CH2:3][CH2:4][CH2:5][CH2:6][CH2:7][CH2:8][C:9]([O:11]CC)=[O:10].[CH3:14][O:15][C:16]1[CH:21]=[CH:20][CH:19]=[CH:18][C:17]=1[SH:22].[OH-].[K+]. The catalyst is C(O)C. The product is [CH3:14][O:15][C:16]1[CH:21]=[CH:20][CH:19]=[CH:18][C:17]=1[S:22][CH2:2][CH2:3][CH2:4][CH2:5][CH2:6][CH2:7][CH2:8][C:9]([OH:11])=[O:10]. The yield is 0.870.